This data is from Peptide-MHC class I binding affinity with 185,985 pairs from IEDB/IMGT. The task is: Regression. Given a peptide amino acid sequence and an MHC pseudo amino acid sequence, predict their binding affinity value. This is MHC class I binding data. (1) The peptide sequence is RALKAYFTA. The MHC is HLA-A02:03 with pseudo-sequence HLA-A02:03. The binding affinity (normalized) is 0.508. (2) The peptide sequence is AFLPFTLGI. The MHC is HLA-A01:01 with pseudo-sequence HLA-A01:01. The binding affinity (normalized) is 0. (3) The peptide sequence is RLEDVFAGK. The MHC is HLA-B35:01 with pseudo-sequence HLA-B35:01. The binding affinity (normalized) is 0.0847. (4) The peptide sequence is KLFAAETLK. The MHC is HLA-A02:06 with pseudo-sequence HLA-A02:06. The binding affinity (normalized) is 0. (5) The peptide sequence is QGKQHLHSL. The MHC is HLA-B57:01 with pseudo-sequence HLA-B57:01. The binding affinity (normalized) is 0.0847. (6) The peptide sequence is YWMGGTTYF. The binding affinity (normalized) is 0.0641. The MHC is BoLA-D18.4 with pseudo-sequence BoLA-D18.4.